Task: Regression. Given two drug SMILES strings and cell line genomic features, predict the synergy score measuring deviation from expected non-interaction effect.. Dataset: Merck oncology drug combination screen with 23,052 pairs across 39 cell lines (1) Drug 1: O=S1(=O)NC2(CN1CC(F)(F)F)C1CCC2Cc2cc(C=CCN3CCC(C(F)(F)F)CC3)ccc2C1. Drug 2: COC12C(COC(N)=O)C3=C(C(=O)C(C)=C(N)C3=O)N1CC1NC12. Cell line: HCT116. Synergy scores: synergy=-12.6. (2) Drug 1: O=S1(=O)NC2(CN1CC(F)(F)F)C1CCC2Cc2cc(C=CCN3CCC(C(F)(F)F)CC3)ccc2C1. Drug 2: N.N.O=C(O)C1(C(=O)O)CCC1.[Pt]. Cell line: HT144. Synergy scores: synergy=0.0996. (3) Drug 1: CN(C)C(=N)N=C(N)N. Drug 2: Cn1nnc2c(C(N)=O)ncn2c1=O. Cell line: A375. Synergy scores: synergy=-3.79. (4) Drug 1: CCC1=CC2CN(C1)Cc1c([nH]c3ccccc13)C(C(=O)OC)(c1cc3c(cc1OC)N(C)C1C(O)(C(=O)OC)C(OC(C)=O)C4(CC)C=CCN5CCC31C54)C2. Drug 2: CC(C)CC(NC(=O)C(Cc1ccccc1)NC(=O)c1cnccn1)B(O)O. Cell line: CAOV3. Synergy scores: synergy=-42.8. (5) Drug 1: CCC1(O)C(=O)OCc2c1cc1n(c2=O)Cc2cc3c(CN(C)C)c(O)ccc3nc2-1. Drug 2: Cn1c(=O)n(-c2ccc(C(C)(C)C#N)cc2)c2c3cc(-c4cnc5ccccc5c4)ccc3ncc21. Cell line: CAOV3. Synergy scores: synergy=7.41. (6) Drug 1: CC(=O)OC1C(=O)C2(C)C(O)CC3OCC3(OC(C)=O)C2C(OC(=O)c2ccccc2)C2(O)CC(OC(=O)C(O)C(NC(=O)c3ccccc3)c3ccccc3)C(C)=C1C2(C)C. Drug 2: Cn1nnc2c(C(N)=O)ncn2c1=O. Cell line: HT29. Synergy scores: synergy=-14.1.